Dataset: Full USPTO retrosynthesis dataset with 1.9M reactions from patents (1976-2016). Task: Predict the reactants needed to synthesize the given product. (1) Given the product [Br:17][C:2]1[C:3]([Cl:12])=[C:4]([CH:9]=[CH:10][CH:11]=1)[C:5]([O:7][CH3:8])=[O:6], predict the reactants needed to synthesize it. The reactants are: N[C:2]1[C:3]([Cl:12])=[C:4]([CH:9]=[CH:10][CH:11]=1)[C:5]([O:7][CH3:8])=[O:6].N([O-])=O.[Na+].[BrH:17]. (2) Given the product [OH:1][CH2:2][CH2:3][CH2:4][CH2:5][C:6]1[CH:7]=[C:8]([CH:12]=[CH:13][CH:14]=1)[C:9]([O:11][CH2:24][C:25]1[CH:30]=[CH:29][CH:28]=[CH:27][CH:26]=1)=[O:10], predict the reactants needed to synthesize it. The reactants are: [OH:1][CH2:2][CH2:3][CH2:4][CH2:5][C:6]1[CH:7]=[C:8]([CH:12]=[CH:13][CH:14]=1)[C:9]([OH:11])=[O:10].C(N(C(C)C)CC)(C)C.[CH2:24](Br)[C:25]1[CH:30]=[CH:29][CH:28]=[CH:27][CH:26]=1.